From a dataset of Experimentally validated miRNA-target interactions with 360,000+ pairs, plus equal number of negative samples. Binary Classification. Given a miRNA mature sequence and a target amino acid sequence, predict their likelihood of interaction. (1) The miRNA is hsa-miR-16-1-3p with sequence CCAGUAUUAACUGUGCUGCUGA. The protein sequence of the target gene is MRRSKADVERYIASVQGSAPSPREKSMKGFYFAKLYYEAKEYDLAKKYISTYINVQERDPKAHRFLGLLYEVEENIDKAVECYKRSVELNPTQKDLVLKIAELLCKNDVTDGRAKYWVERAAKLFPGSPAIYKLKEQLLDCKGEDGWNKLFDLIQSELYARPDDIHVNIRLVELYRSNKRLKDAVAHCHEADRNTALRSSLEWNLCVVQTLKEYLESLQCLDSDKSTWRATNKDLLLAYANLMLLTLSTRDVQEGRELLESFDSALQSVKSSVGGNDELSATFLETKGHFYMHVGSLLLK.... Result: 0 (no interaction). (2) The miRNA is hsa-miR-6827-3p with sequence ACCGUCUCUUCUGUUCCCCAG. The protein sequence of the target gene is MVKLGNNFAEKGTKQPLLEDGFDTIPLMTPLDVNQLQFPPPDKVVVKTKTEYEPDRKKGKARPPQIAEFTVSITEGVTERFKVSVLVLFALAFLTCVVFLVVYKVYKYDRACPDGFVLKNTQCIPEGLESYYAEQDSSAREKFYTVINHYNLAKQSITRSVSPWMSVLSEEKLSEQETEAAEKSA. Result: 1 (interaction). (3) The miRNA is mmu-miR-20a-5p with sequence UAAAGUGCUUAUAGUGCAGGUAG. The protein sequence of the target gene is MSPWIKHICLVLVAAFMLVKTTESKKDEALYCSACMAIADEINYSISQTDPKKMIHVGGFRLKPDGSLTDKKVPLARSETYLTELLEEVCKSMSDYALYENPDTKEKSYKRFAPRDNDGGNFPDFKNFKFDGPESSSALKFACESIVEELEDDIISLFASDSDHVAKTLCSEVSDHCKSSVFQHSEL. Result: 0 (no interaction). (4) The miRNA is hsa-miR-654-5p with sequence UGGUGGGCCGCAGAACAUGUGC. The protein sequence of the target gene is MSVPDYMQCAEDHQTLLVVVQPVGIVSEENFFRIYKRICSVSQISVRDSQRVLYIRYRHHYPPENNEWGDFQTHRKVVGLITITDCFSAKDWPQTFEKFHVQKEIYGSTLYDSRLFVFGLQGEIVEQPRTDVAFYPNYEDCQTVEKRIEDFIESLFIVLESKRLDRATDKSGDKIPLLCVPFEKKDFVGLDTDSRHYKKRCQGRMRKHVGDLCLQAGMLQDSLVHYHMSVELLRSVNDFLWLGAALEGLCSASVIYHYPGGTGGKSGARRFQGSTLPAEAANRHRPGAQEVLIDPGALTT.... Result: 0 (no interaction). (5) The miRNA is hsa-miR-4282 with sequence UAAAAUUUGCAUCCAGGA. The protein sequence of the target gene is MKVIFLRQLKTRGMERKCSRRPGLGPPTLYTFLLGIIFITLSSSRILLVKYSANEENKYDYLPTTVNVCSELMKLILCILVSLCVIKKEDHQSRHLRCTSWKEFSSFMKWSIPAFLYFLDNLIVFYVLSYLQPAMAVIFSNFSIITTALLFRIVLKRHLNWIQWASLLILFLSIVALTASTKTSQHELAGHGFHHDAFFTPSNSCLHFRRDCSLRDNCTSKEWTFSEVQWNTTARVFSHIRLGLGHVLIIVQCFISSMANIYNEKILKEGTQLTESIFIQNSKLYFFGIVFNGLTLVLQS.... Result: 0 (no interaction).